The task is: Predict the product of the given reaction.. This data is from Forward reaction prediction with 1.9M reactions from USPTO patents (1976-2016). Given the reactants [OH:1][CH2:2][C:3]1[CH:4]=[C:5]2[C:10](=[CH:11][CH:12]=1)[N:9]=[CH:8][CH:7]=[CH:6]2, predict the reaction product. The product is: [OH:1][CH2:2][C:3]1[CH:4]=[C:5]2[C:10](=[CH:11][CH:12]=1)[NH:9][CH2:8][CH2:7][CH2:6]2.